Dataset: Catalyst prediction with 721,799 reactions and 888 catalyst types from USPTO. Task: Predict which catalyst facilitates the given reaction. (1) Reactant: C(=O)([O-])[O-].[K+].[K+].[CH3:7]I.[Cl:9][C:10]1[N:18]=[C:17]2[C:13]([NH:14][C:15]([CH3:19])=[N:16]2)=[C:12]([Cl:20])[N:11]=1.O. Product: [Cl:9][C:10]1[N:18]=[C:17]2[C:13]([N:14]=[C:15]([CH3:19])[N:16]2[CH3:7])=[C:12]([Cl:20])[N:11]=1. The catalyst class is: 1. (2) Reactant: [CH2:1]([N:6]1[C:14]2[N:13]=[C:12]([C:15]([F:18])([F:17])[F:16])[NH:11][C:10]=2[C:9](=[S:19])[NH:8][C:7]1=[O:20])[CH2:2][CH2:3][CH2:4][CH3:5].[OH-].[Na+].S(OC)(O[CH3:27])(=O)=O. Product: [CH3:27][S:19][C:9]1[C:10]2[NH:11][C:12]([C:15]([F:16])([F:18])[F:17])=[N:13][C:14]=2[N:6]([CH2:1][CH2:2][CH2:3][CH2:4][CH3:5])[C:7](=[O:20])[N:8]=1. The catalyst class is: 6. (3) Reactant: [F:1][C:2]([F:22])([F:21])[O:3][C:4]1[CH:20]=[CH:19][C:7]([CH2:8][O:9][CH2:10][C:11]2[O:15][N:14]=[C:13]([C:16]([OH:18])=O)[CH:12]=2)=[CH:6][CH:5]=1.C(N(CC)CC)C.Cl.C(N=C=NCCCN(C)C)C.ON1C2C=CC=CC=2N=N1.[O:52]1[CH2:56][CH2:55][CH:54]([CH2:57][NH2:58])[CH2:53]1. Product: [O:52]1[CH2:56][CH2:55][CH:54]([CH2:57][NH:58][C:16]([C:13]2[CH:12]=[C:11]([CH2:10][O:9][CH2:8][C:7]3[CH:6]=[CH:5][C:4]([O:3][C:2]([F:1])([F:22])[F:21])=[CH:20][CH:19]=3)[O:15][N:14]=2)=[O:18])[CH2:53]1. The catalyst class is: 408. (4) Reactant: [F:1][C:2]1[CH:3]=[C:4]([N+:9]([O-:11])=[O:10])[CH:5]=[CH:6][C:7]=1F.[NH:12]1[CH2:17][CH2:16][O:15][CH2:14][CH2:13]1.C(N(CC)CC)C.O. Product: [F:1][C:2]1[CH:3]=[C:4]([N+:9]([O-:11])=[O:10])[CH:5]=[CH:6][C:7]=1[N:12]1[CH2:17][CH2:16][O:15][CH2:14][CH2:13]1. The catalyst class is: 10. (5) Reactant: [CH2:1]([O:8][NH:9][C:10]([C:12]1[C:13](Cl)=[N:14][C:15]([Cl:19])=[C:16]([F:18])[CH:17]=1)=[O:11])[C:2]1[CH:7]=[CH:6][CH:5]=[CH:4][CH:3]=1.[H-].[Na+].[CH3:23][O:24][C:25]1[CH:30]=[CH:29][C:28]([N:31]=[C:32]=[O:33])=[CH:27][CH:26]=1. Product: [CH2:1]([O:8][N:9]1[C:10](=[O:11])[C:12]2[CH:17]=[C:16]([F:18])[C:15]([Cl:19])=[N:14][C:13]=2[N:31]([C:28]2[CH:27]=[CH:26][C:25]([O:24][CH3:23])=[CH:30][CH:29]=2)[C:32]1=[O:33])[C:2]1[CH:7]=[CH:6][CH:5]=[CH:4][CH:3]=1. The catalyst class is: 44. (6) Reactant: [NH:1]1[C:5](=[O:6])[CH2:4][CH2:3][C:2]1=[O:7].Br[CH2:9][CH2:10][CH2:11][OH:12].C(=O)([O-])[O-].[K+].[K+]. Product: [OH:12][CH2:11][CH2:10][CH2:9][N:1]1[C:5](=[O:6])[CH2:4][CH2:3][C:2]1=[O:7]. The catalyst class is: 10.